Dataset: Forward reaction prediction with 1.9M reactions from USPTO patents (1976-2016). Task: Predict the product of the given reaction. (1) Given the reactants [CH2:1]([NH2:4])[C:2]#[CH:3].[C:5]12[C:11](=[CH:12][CH:13]=[CH:14][CH:15]=1)[NH:10]C(=O)[O:8][C:6]2=O, predict the reaction product. The product is: [NH2:10][C:11]1[CH:12]=[CH:13][CH:14]=[CH:15][C:5]=1[C:6]([NH:4][CH2:1][C:2]#[CH:3])=[O:8]. (2) Given the reactants [C:1]1(/[CH:7]=[CH:8]\[CH2:9][CH2:10][CH:11]=[O:12])[CH:6]=[CH:5][CH:4]=[CH:3][CH:2]=1.Br[CH2:14]Br.[NH4+].[Cl-], predict the reaction product. The product is: [C:1]1(/[CH:7]=[CH:8]\[CH2:9][CH2:10][CH:11]2[CH2:14][O:12]2)[CH:6]=[CH:5][CH:4]=[CH:3][CH:2]=1. (3) Given the reactants [CH2:1]([O:3][C:4](=[O:26])[C:5]1[CH:10]=[C:9]([C:11]#[N:12])[C:8]([N:13]2[CH2:16][CH:15]([C:17]([O:19]C(C)(C)C)=[O:18])[CH2:14]2)=[N:7][C:6]=1[S:24][CH3:25])[CH3:2], predict the reaction product. The product is: [C:11]([C:9]1[C:8]([N:13]2[CH2:14][CH:15]([C:17]([OH:19])=[O:18])[CH2:16]2)=[N:7][C:6]([S:24][CH3:25])=[C:5]([C:4]([O:3][CH2:1][CH3:2])=[O:26])[CH:10]=1)#[N:12]. (4) Given the reactants C1(SC2C3C=CC=CC=3SC=2I)C=CC=CC=1.[C:18]1([Se:24][C:25]2[C:26]3[CH:34]=[CH:33][CH:32]=[CH:31][C:27]=3[S:28][C:29]=2I)[CH:23]=[CH:22][CH:21]=[CH:20][CH:19]=1, predict the reaction product. The product is: [CH:23]1[C:18]2[Se:24][C:25]3[C:26]4[CH:34]=[CH:33][CH:32]=[CH:31][C:27]=4[S:28][C:29]=3[C:19]=2[CH:20]=[CH:21][CH:22]=1. (5) Given the reactants [OH:1][C@@H:2]([CH2:17][N:18]1[CH2:23][CH2:22][O:21][CH2:20][CH2:19]1)[CH2:3][N:4]1[CH2:9][CH2:8][C:7]2[NH:10][C:11]([CH:14]=O)=[C:12]([CH3:13])[C:6]=2[C:5]1=[O:16].[F:24][C:25]1[C:30]([F:31])=[CH:29][CH:28]=[CH:27][C:26]=1[C:32]1[CH:40]=[CH:39][CH:38]=[C:37]2[C:33]=1[CH2:34][C:35](=[O:41])[NH:36]2, predict the reaction product. The product is: [F:24][C:25]1[C:30]([F:31])=[CH:29][CH:28]=[CH:27][C:26]=1[C:32]1[CH:40]=[CH:39][CH:38]=[C:37]2[C:33]=1/[C:34](=[CH:14]/[C:11]1[NH:10][C:7]3[CH2:8][CH2:9][N:4]([CH2:3][C@@H:2]([OH:1])[CH2:17][N:18]4[CH2:19][CH2:20][O:21][CH2:22][CH2:23]4)[C:5](=[O:16])[C:6]=3[C:12]=1[CH3:13])/[C:35](=[O:41])[NH:36]2.